From a dataset of Experimentally validated miRNA-target interactions with 360,000+ pairs, plus equal number of negative samples. Binary Classification. Given a miRNA mature sequence and a target amino acid sequence, predict their likelihood of interaction. The protein sequence of the target gene is MTKSNGEEPRMGGRMERLQQGVRKRTLLAKKKVQSLTKEDVKSYLFRNAFVLLTVTAVIVGTILGFALRPYKMSYREVKYFSFPGELLMRMLQMLVLPLIISSLVTGMAALDSKASGKMGMRAVVYYMTTTIIAVVIGIIIVIIIHPGKGTKENMYREGKIVQVTAADAFLDLIRNMFPPNLVEACFKQFKTSYEKRSFKVPIQSNETLLGAVINNVSEAMETLTRIREEMVPVPGSVNGVNALGLVVFSMCFGFVIGNMKEQGQALREFFDSLNEAIMRLVAVIMWYAPLGILFLIAGK.... The miRNA is mmu-miR-100-3p with sequence ACAAGCUUGUGUCUAUAGGUAU. Result: 0 (no interaction).